Dataset: Catalyst prediction with 721,799 reactions and 888 catalyst types from USPTO. Task: Predict which catalyst facilitates the given reaction. (1) Reactant: C1COCC1.[NH2:6][C:7]1[C:12]2=[C:13]([C:20]3[CH:25]=[CH:24][C:23]([NH:26][C:27]([NH:29][C:30]4[CH:35]=[C:34]([C:36]([F:39])([F:38])[F:37])[CH:33]=[CH:32][C:31]=4[F:40])=[O:28])=[CH:22][CH:21]=3)[C:14]([CH2:16][CH2:17][CH2:18][OH:19])=[CH:15][N:11]2[N:10]=[CH:9][N:8]=1.CC(OI1(OC(C)=O)(OC(C)=O)OC(=O)C2C=CC=CC1=2)=O. Product: [NH2:6][C:7]1[C:12]2=[C:13]([C:20]3[CH:25]=[CH:24][C:23]([NH:26][C:27]([NH:29][C:30]4[CH:35]=[C:34]([C:36]([F:37])([F:38])[F:39])[CH:33]=[CH:32][C:31]=4[F:40])=[O:28])=[CH:22][CH:21]=3)[C:14]([CH2:16][CH2:17][CH:18]=[O:19])=[CH:15][N:11]2[N:10]=[CH:9][N:8]=1. The catalyst class is: 25. (2) Reactant: [C:1]([O:5][C:6]([CH2:8][CH:9]1[O:14][C:13]([CH3:16])([CH3:15])[O:12][CH:11]([CH2:17][CH2:18][N:19]2[C:23]([C:24]3[CH:29]=[CH:28][C:27]([F:30])=[CH:26][CH:25]=3)=[C:22]([C:31]3[CH:36]=[CH:35][CH:34]=[CH:33][CH:32]=3)[C:21]([C:37]([OH:39])=O)=[C:20]2[CH:40]([CH3:42])[CH3:41])[CH2:10]1)=[O:7])([CH3:4])([CH3:3])[CH3:2].C(N(CC)CC)C.C(OC(Cl)=O)C(C)C.[NH2:58][C:59]1[CH:64]=[CH:63][CH:62]=[CH:61][CH:60]=1.C1(C)C=CC(S(O)(=O)=O)=CC=1. Product: [C:1]([O:5][C:6](=[O:7])[CH2:8][CH:9]1[CH2:10][CH:11]([CH2:17][CH2:18][N:19]2[C:20]([CH:40]([CH3:41])[CH3:42])=[C:21]([C:37](=[O:39])[NH:58][C:59]3[CH:64]=[CH:63][CH:62]=[CH:61][CH:60]=3)[C:22]([C:31]3[CH:36]=[CH:35][CH:34]=[CH:33][CH:32]=3)=[C:23]2[C:24]2[CH:25]=[CH:26][C:27]([F:30])=[CH:28][CH:29]=2)[O:12][C:13]([CH3:15])([CH3:16])[O:14]1)([CH3:3])([CH3:4])[CH3:2]. The catalyst class is: 30. (3) Reactant: CC1C=CC(S(O[CH2:12][CH2:13][CH2:14][C:15]2[C:23]3[C:18](=[CH:19][CH:20]=[C:21]([F:24])[CH:22]=3)[NH:17][CH:16]=2)(=O)=O)=CC=1.[N:25]1([C:31]2[N:36]=[C:35]([C:37]([F:40])([F:39])[F:38])[CH:34]=[CH:33][N:32]=2)[CH2:30][CH2:29][NH:28][CH2:27][CH2:26]1.C(=O)([O-])[O-].[K+].[K+].[I-].[K+]. Product: [F:24][C:21]1[CH:22]=[C:23]2[C:18](=[CH:19][CH:20]=1)[NH:17][CH:16]=[C:15]2[CH2:14][CH2:13][CH2:12][N:28]1[CH2:29][CH2:30][N:25]([C:31]2[N:36]=[C:35]([C:37]([F:40])([F:38])[F:39])[CH:34]=[CH:33][N:32]=2)[CH2:26][CH2:27]1. The catalyst class is: 10. (4) Reactant: C(OC([NH:8][C:9]1([C:12]2[NH:13][C:14]([C:22]3[C:31]([F:32])=[CH:30][CH:29]=[C:28]4[C:23]=3[N:24]=[C:25]([NH:34][CH:35]3[CH2:37][CH2:36]3)[C:26]([CH3:33])=[N:27]4)=[CH:15][C:16]=2[C:17]([O:19]CC)=[O:18])[CH2:11][CH2:10]1)=O)(C)(C)C.O.[ClH:39].[OH-].[Na+]. Product: [ClH:39].[NH2:8][C:9]1([C:12]2[NH:13][C:14]([C:22]3[C:31]([F:32])=[CH:30][CH:29]=[C:28]4[C:23]=3[N:24]=[C:25]([NH:34][CH:35]3[CH2:37][CH2:36]3)[C:26]([CH3:33])=[N:27]4)=[CH:15][C:16]=2[C:17]([OH:19])=[O:18])[CH2:10][CH2:11]1. The catalyst class is: 12. (5) Reactant: [F:1][C:2]([F:11])([F:10])[C:3]1[CH:4]=[C:5]([OH:9])[CH:6]=[CH:7][CH:8]=1.Br[CH2:13][CH2:14][C:15]([OH:17])=[O:16].Cl. Product: [F:1][C:2]([F:10])([F:11])[C:3]1[CH:4]=[C:5]([CH:6]=[CH:7][CH:8]=1)[O:9][CH2:13][CH2:14][C:15]([OH:17])=[O:16]. The catalyst class is: 801.